Dataset: Forward reaction prediction with 1.9M reactions from USPTO patents (1976-2016). Task: Predict the product of the given reaction. (1) Given the reactants [F:1][C:2]1[CH:11]=[C:10]([F:12])[CH:9]=[C:8]2[C:3]=1[C:4]([N:27]1[C:35]3[C:30](=[N:31][CH:32]=[C:33]([N:36]4[CH2:41][CH2:40][O:39][CH2:38][CH2:37]4)[CH:34]=3)[C:29]3([CH2:46][CH2:45][O:44][CH2:43][CH2:42]3)[CH2:28]1)=[C:5]([CH3:26])[C:6]([N:13]1[CH2:18][CH2:17][N:16](C(OC(C)(C)C)=O)[CH2:15][CH2:14]1)=[N:7]2.C(O)(C(F)(F)F)=O, predict the reaction product. The product is: [F:1][C:2]1[CH:11]=[C:10]([F:12])[CH:9]=[C:8]2[C:3]=1[C:4]([N:27]1[C:35]3[C:30](=[N:31][CH:32]=[C:33]([N:36]4[CH2:37][CH2:38][O:39][CH2:40][CH2:41]4)[CH:34]=3)[C:29]3([CH2:42][CH2:43][O:44][CH2:45][CH2:46]3)[CH2:28]1)=[C:5]([CH3:26])[C:6]([N:13]1[CH2:18][CH2:17][NH:16][CH2:15][CH2:14]1)=[N:7]2. (2) Given the reactants [C:1]([N:5]1[C:9]2[CH:10]=[CH:11][C:12](B3OC(C)(C)C(C)(C)O3)=[CH:13][C:8]=2[N:7]=[C:6]1[C:23]1[CH:28]=[C:27]([O:29][CH3:30])[CH:26]=[CH:25][C:24]=1[N:31]1[CH:35]=[CH:34][CH:33]=[N:32]1)([CH3:4])([CH3:3])[CH3:2].Br[C:37]1[CH:38]=[C:39]2[CH2:45][CH2:44][NH:43][C:40]2=[N:41][CH:42]=1.C(=O)([O-])[O-].[K+].[K+], predict the reaction product. The product is: [C:1]([N:5]1[C:9]2[CH:10]=[CH:11][C:12]([C:37]3[CH:38]=[C:39]4[CH2:45][CH2:44][NH:43][C:40]4=[N:41][CH:42]=3)=[CH:13][C:8]=2[N:7]=[C:6]1[C:23]1[CH:28]=[C:27]([O:29][CH3:30])[CH:26]=[CH:25][C:24]=1[N:31]1[CH:35]=[CH:34][CH:33]=[N:32]1)([CH3:3])([CH3:4])[CH3:2]. (3) Given the reactants C[O:2][C:3]([C:5]1[CH:10]=[CH:9][C:8]([C:11]2[CH:16]=[C:15]([Cl:17])[C:14]([CH2:18][C@@H:19]3[CH2:23][CH2:22][N:21]([N:24]4[CH2:29][CH2:28][CH:27]([O:30][Si:31]([CH:38]([CH3:40])[CH3:39])([CH:35]([CH3:37])[CH3:36])[CH:32]([CH3:34])[CH3:33])[CH2:26][CH2:25]4)[C:20]3=[O:41])=[C:13]([Cl:42])[CH:12]=2)=[CH:7][CH:6]=1)=[O:4].[Li+].[OH-], predict the reaction product. The product is: [Cl:17][C:15]1[CH:16]=[C:11]([C:8]2[CH:9]=[CH:10][C:5]([C:3]([OH:4])=[O:2])=[CH:6][CH:7]=2)[CH:12]=[C:13]([Cl:42])[C:14]=1[CH2:18][C@@H:19]1[CH2:23][CH2:22][N:21]([N:24]2[CH2:25][CH2:26][CH:27]([O:30][Si:31]([CH:32]([CH3:33])[CH3:34])([CH:38]([CH3:40])[CH3:39])[CH:35]([CH3:37])[CH3:36])[CH2:28][CH2:29]2)[C:20]1=[O:41]. (4) Given the reactants C[O:2][C:3](=[O:35])[C@@H:4]([NH:9][C:10](=[O:34])[C@@H:11]([NH:23][S:24]([C:27]1[CH:32]=[CH:31][C:30]([F:33])=[CH:29][CH:28]=1)(=[O:26])=[O:25])[CH2:12][C:13]1[CH:18]=[CH:17][C:16]([O:19][CH2:20][CH:21]=[CH2:22])=[CH:15][CH:14]=1)[CH2:5][CH:6]([CH3:8])[CH3:7].[OH-].[Na+].CO, predict the reaction product. The product is: [CH2:20]([O:19][C:16]1[CH:17]=[CH:18][C:13]([CH2:12][C@H:11]([NH:23][S:24]([C:27]2[CH:28]=[CH:29][C:30]([F:33])=[CH:31][CH:32]=2)(=[O:25])=[O:26])[C:10]([NH:9][C@@H:4]([CH2:5][CH:6]([CH3:8])[CH3:7])[C:3]([OH:35])=[O:2])=[O:34])=[CH:14][CH:15]=1)[CH:21]=[CH2:22]. (5) Given the reactants [Br:1][C:2]1[CH:10]=[C:9]2[C:5]([C:6]([CH3:11])=[N:7][NH:8]2)=[CH:4][CH:3]=1.[Cl:12][C:13]1[CH:20]=[CH:19][CH:18]=[C:17]([Cl:21])[C:14]=1[CH2:15]Cl.C(N1C2C(=CC=C(C(O)=O)C=2)C=C1)C1C=CC=CC=1, predict the reaction product. The product is: [Br:1][C:2]1[CH:10]=[C:9]2[C:5]([C:6]([CH3:11])=[N:7][N:8]2[CH2:15][C:14]2[C:13]([Cl:12])=[CH:20][CH:19]=[CH:18][C:17]=2[Cl:21])=[CH:4][CH:3]=1. (6) The product is: [CH3:34][C:18]1[CH:19]=[C:20]([N:23]2[CH2:27][CH2:26][C@H:25]([N:28]3[CH2:32][CH2:31][CH2:30][C@@H:29]3[CH3:33])[CH2:24]2)[CH:21]=[CH:22][C:17]=1[N:14]1[CH2:13][CH2:12][C:11]2([CH2:10][CH2:9][NH:8][CH2:36][CH2:35]2)[C:15]1=[O:16]. Given the reactants C(OC([N:8]1[CH2:36][CH2:35][C:11]2([C:15](=[O:16])[N:14]([C:17]3[CH:22]=[CH:21][C:20]([N:23]4[CH2:27][CH2:26][C@H:25]([N:28]5[CH2:32][CH2:31][CH2:30][C@@H:29]5[CH3:33])[CH2:24]4)=[CH:19][C:18]=3[CH3:34])[CH2:13][CH2:12]2)[CH2:10][CH2:9]1)=O)(C)(C)C.Cl, predict the reaction product. (7) Given the reactants [H-].[Na+].[CH3:3][C:4]([CH3:11])=[CH:5][CH2:6][CH2:7][C:8](=[O:10])[CH3:9].[CH2:12]([O:14][C:15](=[O:21])[C:16](OCC)=[O:17])[CH3:13].CC[O-].[Na+], predict the reaction product. The product is: [CH2:12]([O:14][C:15](=[O:21])[C:16](=[O:17])[CH2:9][C:8](=[O:10])[CH2:7][CH2:6][CH:5]=[C:4]([CH3:11])[CH3:3])[CH3:13].